This data is from Full USPTO retrosynthesis dataset with 1.9M reactions from patents (1976-2016). The task is: Predict the reactants needed to synthesize the given product. Given the product [I:10][C:9]1[CH:8]=[CH:7][C:4]([C:5]#[N:6])=[CH:3][C:2]=1[O:1][CH2:11][O:12][CH3:13], predict the reactants needed to synthesize it. The reactants are: [OH:1][C:2]1[CH:3]=[C:4]([CH:7]=[CH:8][C:9]=1[I:10])[C:5]#[N:6].[CH2:11](Cl)[O:12][CH3:13].[H-].[Na+].